Dataset: B-cell epitopes from IEDB database with 3,159 antigens for binding position prediction. Task: Token-level Classification. Given an antigen amino acid sequence, predict which amino acid positions are active epitope sites capable of antibody binding. Output is a list of indices for active positions. (1) Given the antigen sequence: MEAAVTQSPRNRVAVTGGEVTLSCRQTNNHDYMYWYRQNMGDELRLIHYSYDVNRTEKGDVSSGYKASRPSQEDFSLILESASLSQTAVYFCASS, which amino acid positions are active epitope sites? The epitope positions are: [43, 44, 45, 46, 47, 48, 49, 50, 51, 52, 53]. The amino acids at these positions are: LRLIHYSYDVN. (2) Given the antigen sequence: MMGLFPRTTGALAIFVVVILVHGELRIETKGQYDEEEMTMQQAKRRQKREWVKFAKPCREGEDNSKRNPIAKITSDYQATQKITYRISGVGIDQPPFGIFVVDKNTGDINITAIVDREETPSFLITCRALNAQGLDVEKPLILTVKILDINDNPPVFSQQIFMGEIEENSASNSLVMILNATDADEPNHLNSKIAFKIVSQEPAGTPMFLLSRNTGEVRTLTNSLDREQASSYRLVVSGADKDGEGLSTQCECNIKVKDVNDNFPMFRDSQYSARIEENILSSELLRFQVTDLDEEYTDNWLAVYFFTSGNEGNWFEIQTDPRTNEGILKVVKALDYEQLQSVKLSIAVKNKAEFHQSVISRYRVQSTPVTIQVINVREGIAFRPASKTFTVQKGISSKKLVDYILGTYQAIDEDTNKAASNVKYVMGRNDGGYLMIDSKTAEIKFVKNMNRDSTFIVNKTITAEVLAIDEYTGKTSTGTVYVRVPDFNDNCPTAVLEKD..., which amino acid positions are active epitope sites? The epitope positions are: [294, 295, 296, 297, 298, 299, 300, 301, 302, 303, 304, 305, 306, 307, 308, 309, 310]. The amino acids at these positions are: EEYTDNWLAVYFFTSGN. (3) Given the antigen sequence: MSVPDFAARPQLSDDVAHLIRGRIFDGSYAAGSYVRLDQLAAELGISVTPVREALFALRAEGLISQQPRRGFVVLPVTRRDVTDVANVQAHVGGELAARAAVNITDDQLRELKQIQAQLEDAYAGDEHERTVRLNHEFHRAINIAADSPKLAQLMSQITRYAPESVFPAIEGWPEQSMKDHRRILSALKKRDDKLARAAMSEHLAAGAVPLIDHLVARGVVVDAGGPDPG, which amino acid positions are active epitope sites? The epitope positions are: [69, 70, 71, 72, 73, 74, 75, 76, 77, 78, 79, 80, 81, 82, 83, 84]. The amino acids at these positions are: RGFVVLPVTRRDVTDV. (4) Given the antigen sequence: FHLTSRDGEPRMIVGKNERGKSLLFKTASGINMCTLIAMDLGEMCDDTVTYKCPHITEVEPEDIDCWCNLTSTWVTYGTCNQAGERRRDKRSVALAPHVGMGLDTRTQTWMSAEGAWRQVEKVETWALRHPGFTILALFLAHYIGTSLTQKVVIFILLMLVTPSMTMRCVGVGNRDFVEGLSGATWVDVVLEHGGCVTTMAKNKPTLDIELQKTEATQLATLRKLCIEGKITNITTDSRCPTQGEAVLPEEQDPNYVCKHTYVDRGWGNGCGLFGKGSLVTCAKFQCLEPIEGKVVQYENLKYTVIITVHTGDQHQVGNETQGVTAEITPQASTTEAILPEYGTLGLECSPRTGLDFNEMILLTMKNKAWMVHRQWFFDLPLPWTSGATTETPTWNRKELLVTFKNAHAKKPEVVVLGSQEGAMHTALTGATEIQNSGGTSIFAGHLKCRLKMDKLELKGMSYAMCTNTFVLKKEVSETQHGTILVKVEYKGEDAPCKIP..., which amino acid positions are active epitope sites? The epitope positions are: [201, 202, 203, 204, 205, 206, 207, 208, 209, 210, 211, 212, 213, 214, 215]. The amino acids at these positions are: KNKPTLDIELQKTEA. (5) Given the antigen sequence: MTALVLWVSTLLSSVCLVAANIFEYQVDAQPLRPCELQREKAFLKQAEYVPQCSEDGSFQTVQCQNDGQSCWCVDSDGREVPGSRQLGRPTVCLSFCQLHKQRILLGSYINSTDALYLPQCQDSGNYAPVQCDLQRVQCWCVDTEGMEVYGTRQQGRPTRCPRSCEIRNRRLLHGVGDRSPPQCTADGEFMPVQCKFVNTTDMMIFDLIHNYNRFPDAFVTFSSFRGRFPEVSGYCYCADSQGRELAETGLELLLDEIYDTIFAGLDQASTFTQSTMYRILQRRFLAIQLVISGRFRCPTKCEVEQFAATRFGHSYIPRCHRDGHYQTVQCQTEGMCWCVDAQGREVPGTRQQGQPPSCAADQSCALERQQALSRFYFETPDYFSPQDLLSSEDRLAPVSGVRSDTSCPPRIKELFVDSGLLRSIAVEHYQRLSESRSLLREAIRAVFPSRELAGLALQFTTNPKRLQQNLFGGTFLANAAQFNLSGALGTRSTFNFSQF..., which amino acid positions are active epitope sites? The epitope positions are: [1598, 1599, 1600, 1601, 1602, 1603, 1604, 1605, 1606, 1607, 1608, 1609, 1610]. The amino acids at these positions are: LVQCLTDCANDEA. (6) Given the antigen sequence: MGDHAWSFLKDFLAGGVAAAVSKTAVAPIERVKLLLQVQHASKQISAEKQYKGIIDCVVRIPKEQGFLSFWRGNLANVIRYFPTQALNFAFKDKYKQLFLGGVDRHKQFWRYFAGNLASGGAAGATSLCFVYPLDFARTRLAADVGKGAAQREFHGLGDCIIKIFKSDGLRGLYQGFNVSVQGIIIYRAAYFGVYDTAKGMLPDPKNVHIFVSWMIAQSVTAVAGLVSYPFDTVRRRMMMQSGRKGADIMYTGTVDCWRKIAKDEGAKAFFKGAWSNVLRGMGGAFVLVLYDEIKKYV, which amino acid positions are active epitope sites? The epitope positions are: [258, 259, 260, 261, 262, 263, 264, 265, 266, 267]. The amino acids at these positions are: RKIAKDEGAK. (7) Given the antigen sequence: MEHDLERGPPGPRRPPRGPPLSSSLGLALLLLLLALLFWLYIVMSDWTGGALLVLYSFALMLIIIILIIFIFRRDLLCPLGALCILLLMITLLLIALWNLHGQALFLGIVLFIFGCLLVLGIWIYLLEMLWRLGATIWQLLAFFLAFFLDLILLIIALYLQQNWWTLLVDLLWLLLFLAILIWMYYHGQRHSDEHHHDDSLPHPQQATDDSGHESDSNSNEGRHHLLVSGAGDGPPLCSQNLGAPGGGPDNGPQDPDNTDDNGPQDPDNTDDNGPHDPLPQDPDNTDDNGPQDPDNTDDNGPHDPLPHSPSDSAGNDGGPPQLTEEVENKGGDQGPPLMTDGGGGHSHDSGHGGGDPHLPTLLLGSSGSGGDDDDPHGPVQLSYYD, which amino acid positions are active epitope sites? The epitope positions are: [251, 252, 253, 254, 255, 256, 257, 258, 259, 260, 261, 262, 263, 264, 265, 266, 267]. The amino acids at these positions are: GPQDPDNTDDNGPQDPD.